From a dataset of Catalyst prediction with 721,799 reactions and 888 catalyst types from USPTO. Predict which catalyst facilitates the given reaction. (1) Reactant: CCN(C(C)C)C(C)C.OC(C(F)(F)F)=O.[NH2:17][CH2:18][C:19]([N:21]1[CH2:26][CH2:25][N:24]([C:27](=[O:38])[C:28]2[CH:33]=[CH:32][CH:31]=[CH:30][C:29]=2[C:34]([F:37])([F:36])[F:35])[CH2:23][CH2:22]1)=[O:20].C1C=CC2N(O)N=NC=2C=1.CCN=C=NCCCN(C)C.Cl.[C:61]([C:63]1[CH:71]=[CH:70][C:66]([C:67](O)=[O:68])=[CH:65][CH:64]=1)#[N:62]. Product: [C:61]([C:63]1[CH:71]=[CH:70][C:66]([C:67]([NH:17][CH2:18][C:19](=[O:20])[N:21]2[CH2:22][CH2:23][N:24]([C:27](=[O:38])[C:28]3[CH:33]=[CH:32][CH:31]=[CH:30][C:29]=3[C:34]([F:37])([F:35])[F:36])[CH2:25][CH2:26]2)=[O:68])=[CH:65][CH:64]=1)#[N:62]. The catalyst class is: 18. (2) Reactant: [C:1]1([N:7]=[C:8]=[O:9])[CH:6]=[CH:5][CH:4]=[CH:3][CH:2]=1.[CH2:10]([N:17]1[C:21]2([CH2:26][CH2:25][NH:24][CH2:23][CH2:22]2)[NH:20][CH:19]([CH2:27][C:28]2[CH:33]=[CH:32][CH:31]=[CH:30][CH:29]=2)[C:18]1=[O:34])[C:11]1[CH:16]=[CH:15][CH:14]=[CH:13][CH:12]=1. Product: [C:1]1([NH:7][C:8]([N:24]2[CH2:25][CH2:26][C:21]3([N:17]([CH2:10][C:11]4[CH:16]=[CH:15][CH:14]=[CH:13][CH:12]=4)[C:18](=[O:34])[CH:19]([CH2:27][C:28]4[CH:33]=[CH:32][CH:31]=[CH:30][CH:29]=4)[NH:20]3)[CH2:22][CH2:23]2)=[O:9])[CH:6]=[CH:5][CH:4]=[CH:3][CH:2]=1. The catalyst class is: 11. (3) Reactant: C([O:5][C:6](=[O:54])[C:7]([O:10]/[N:11]=[C:12](/[C:41]1[N:42]=[C:43]([NH:46]C(OC(C)(C)C)=O)[S:44][CH:45]=1)\[C:13]([NH:15][C@@H:16]1[C:19](=[O:20])[N:18]([S:21]([OH:24])(=[O:23])=[O:22])[C@@H:17]1[CH2:25][N:26]1[CH2:30][C@@H:29]([CH2:31][NH:32]C(OC(C)(C)C)=O)[O:28][C:27]1=[O:40])=[O:14])([CH3:9])[CH3:8])(C)(C)C.C(O)(C(F)(F)F)=O. Product: [NH2:32][CH2:31][C@H:29]1[O:28][C:27](=[O:40])[N:26]([CH2:25][C@@H:17]2[C@H:16]([NH:15][C:13](=[O:14])/[C:12](=[N:11]\[O:10][C:7]([CH3:8])([CH3:9])[C:6]([OH:54])=[O:5])/[C:41]3[N:42]=[C:43]([NH2:46])[S:44][CH:45]=3)[C:19](=[O:20])[N:18]2[S:21]([OH:24])(=[O:22])=[O:23])[CH2:30]1. The catalyst class is: 2. (4) Reactant: [F:1][C:2]1[CH:7]=[C:6](I)[CH:5]=[CH:4][C:3]=1[N:9]1[CH:14]=[C:13]([O:15][CH3:16])[C:12](=[O:17])[C:11]([C:18]2[N:22]([C:23]3[CH:28]=[CH:27][CH:26]=[CH:25][CH:24]=3)[N:21]=[CH:20][CH:19]=2)=[N:10]1.[CH3:29][C:30]1([CH3:36])[CH2:34][NH:33][C:32](=[O:35])[CH2:31]1.N[C@@H]1CCCC[C@H]1N.[O-]P([O-])([O-])=O.[K+].[K+].[K+].C([O-])(O)=O.[Na+]. Product: [CH3:29][C:30]1([CH3:36])[CH2:34][N:33]([C:6]2[CH:5]=[CH:4][C:3]([N:9]3[CH:14]=[C:13]([O:15][CH3:16])[C:12](=[O:17])[C:11]([C:18]4[N:22]([C:23]5[CH:28]=[CH:27][CH:26]=[CH:25][CH:24]=5)[N:21]=[CH:20][CH:19]=4)=[N:10]3)=[C:2]([F:1])[CH:7]=2)[C:32](=[O:35])[CH2:31]1. The catalyst class is: 185.